This data is from Catalyst prediction with 721,799 reactions and 888 catalyst types from USPTO. The task is: Predict which catalyst facilitates the given reaction. (1) Reactant: [CH3:1][C:2]1([CH3:35])[CH2:7][NH:6][CH2:5][C:4]2[NH:8][C:9]([C:11]3[C:12]([CH3:34])=[CH:13][C:14]([CH3:33])=[C:15]([CH:32]=3)[C:16]([N:18]3[CH2:23][CH2:22][CH:21]([C:24]4[CH:31]=[CH:30][C:27]([C:28]#[N:29])=[CH:26][CH:25]=4)[CH2:20][CH2:19]3)=[O:17])=[N:10][C:3]1=2.C(O)(=O)C.[Na].[CH3:41][C:42]([CH3:44])=O. Product: [CH:42]([N:6]1[CH2:7][C:2]([CH3:35])([CH3:1])[C:3]2[N:10]=[C:9]([C:11]3[C:12]([CH3:34])=[CH:13][C:14]([CH3:33])=[C:15]([CH:32]=3)[C:16]([N:18]3[CH2:19][CH2:20][CH:21]([C:24]4[CH:25]=[CH:26][C:27]([C:28]#[N:29])=[CH:30][CH:31]=4)[CH2:22][CH2:23]3)=[O:17])[NH:8][C:4]=2[CH2:5]1)([CH3:44])[CH3:41]. The catalyst class is: 3. (2) Reactant: [CH3:1][C:2]1[CH:37]=[C:36]([CH3:38])[CH:35]=[CH:34][C:3]=1[O:4][C:5]1[C:6]([C:22]([NH:24]CC2C=CC(OC)=CC=2)=[O:23])=[C:7]([NH:13][C:14]2[CH:19]=[CH:18][C:17]([I:20])=[CH:16][C:15]=2[F:21])[N:8]([CH3:12])[C:9](=[O:11])[CH:10]=1.[Cl-].[Al+3].[Cl-].[Cl-].ClCCl. Product: [CH3:1][C:2]1[CH:37]=[C:36]([CH3:38])[CH:35]=[CH:34][C:3]=1[O:4][C:5]1[C:6]([C:22]([NH2:24])=[O:23])=[C:7]([NH:13][C:14]2[CH:19]=[CH:18][C:17]([I:20])=[CH:16][C:15]=2[F:21])[N:8]([CH3:12])[C:9](=[O:11])[CH:10]=1. The catalyst class is: 520. (3) Reactant: [C:1]([O:5][C:6](=[O:19])[NH:7][CH2:8][CH2:9][CH2:10][CH2:11][C:12]1[CH:17]=[CH:16][C:15]([NH2:18])=[CH:14][CH:13]=1)([CH3:4])([CH3:3])[CH3:2].Br.Br[CH2:22][CH2:23][NH2:24]. Product: [C:1]([O:5][C:6](=[O:19])[NH:7][CH2:8][CH2:9][CH2:10][CH2:11][C:12]1[CH:13]=[CH:14][C:15]([NH:18][CH2:22][CH2:23][NH2:24])=[CH:16][CH:17]=1)([CH3:4])([CH3:2])[CH3:3]. The catalyst class is: 11. (4) Reactant: [O:1]=[C:2]([N:16]1[CH2:20][CH2:19][CH2:18][C@H:17]1[C:21](=[O:34])[NH:22][C:23]1[CH:28]=[CH:27][CH:26]=[C:25]([O:29][C:30]([F:33])([F:32])[F:31])[CH:24]=1)[CH2:3][N:4]1[C:12]2[C:7](=[CH:8][CH:9]=[CH:10][CH:11]=2)[C:6]([C:13](O)=[O:14])=[CH:5]1.C1C[N:38]([P+](ON2N=NC3C=CC=CC2=3)(N2CCCC2)N2CCCC2)CC1.F[P-](F)(F)(F)(F)F.C1C=CC2N(O)N=NC=2C=1.CCN(C(C)C)C(C)C.[NH4+].[Cl-].C([O-])(O)=O.[Na+]. Product: [O:1]=[C:2]([N:16]1[CH2:20][CH2:19][CH2:18][C@H:17]1[C:21](=[O:34])[NH:22][C:23]1[CH:28]=[CH:27][CH:26]=[C:25]([O:29][C:30]([F:32])([F:31])[F:33])[CH:24]=1)[CH2:3][N:4]1[C:12]2[C:7](=[CH:8][CH:9]=[CH:10][CH:11]=2)[C:6]([C:13]([NH2:38])=[O:14])=[CH:5]1. The catalyst class is: 31. (5) Reactant: [CH:1]1([N:4]2[C:8]3[C:9]([O:28][C@@H:29]([C@@H:31]4[CH2:35][C:34](=[O:36])[NH:33][CH2:32]4)[CH3:30])=[N:10][C:11]([C:13]4[CH:18]=[C:17]5[NH:19][C:20](=[O:27])[C:21]6([CH2:26][CH2:25][NH:24][CH2:23][CH2:22]6)[C:16]5=[CH:15][CH:14]=4)=[CH:12][C:7]=3[N:6]=[CH:5]2)[CH2:3][CH2:2]1.[CH3:37][S:38](Cl)(=[O:40])=[O:39].C(O)(C(F)(F)F)=O. Product: [CH:1]1([N:4]2[C:8]3[C:9]([O:28][C@@H:29]([C@@H:31]4[CH2:35][C:34](=[O:36])[NH:33][CH2:32]4)[CH3:30])=[N:10][C:11]([C:13]4[CH:18]=[C:17]5[NH:19][C:20](=[O:27])[C:21]6([CH2:22][CH2:23][N:24]([S:38]([CH3:37])(=[O:40])=[O:39])[CH2:25][CH2:26]6)[C:16]5=[CH:15][CH:14]=4)=[CH:12][C:7]=3[N:6]=[CH:5]2)[CH2:2][CH2:3]1. The catalyst class is: 3.